This data is from Reaction yield outcomes from USPTO patents with 853,638 reactions. The task is: Predict the reaction yield, written as a fraction of the theoretical maximum amount of product (1.0 means a 100% yield; for example, 0.34 means a 34% yield). (1) The reactants are [Si:1]([O:8][C@@H:9]1[C@@:26]2([CH3:27])[C:13](=[CH:14][CH:15]=[C:16]3[C@@H:25]2[CH2:24][CH2:23][C@@:21]2([CH3:22])[C@H:17]3[CH2:18][CH2:19][C@@H:20]2[CH2:28][S:29]C(=O)C)[CH2:12][C@@H:11]([O:33][Si:34]([C:37]([CH3:40])([CH3:39])[CH3:38])([CH3:36])[CH3:35])[CH2:10]1)([C:4]([CH3:7])([CH3:6])[CH3:5])([CH3:3])[CH3:2].Br[CH2:42][CH2:43][C:44]([CH3:47])([OH:46])[CH3:45].CO.[OH-].[K+]. The catalyst is O1CCCC1. The product is [Si:1]([O:8][C@@H:9]1[C@@:26]2([CH3:27])[C:13](=[CH:14][CH:15]=[C:16]3[C@@H:25]2[CH2:24][CH2:23][C@@:21]2([CH3:22])[C@H:17]3[CH2:18][CH2:19][C@@H:20]2[CH2:28][S:29][CH2:42][CH2:43][C:44]([OH:46])([CH3:47])[CH3:45])[CH2:12][C@@H:11]([O:33][Si:34]([C:37]([CH3:40])([CH3:38])[CH3:39])([CH3:35])[CH3:36])[CH2:10]1)([C:4]([CH3:7])([CH3:6])[CH3:5])([CH3:3])[CH3:2]. The yield is 0.900. (2) The reactants are [C:1]([O:5][C:6]([N:8]1[CH2:13][CH2:12][CH2:11][CH:10]([CH2:14][CH2:15][C:16](O)=[O:17])[CH2:9]1)=[O:7])([CH3:4])([CH3:3])[CH3:2].O.[H][H]. The catalyst is C1COCC1. The product is [C:1]([O:5][C:6]([N:8]1[CH2:13][CH2:12][CH2:11][CH:10]([CH2:14][CH2:15][CH2:16][OH:17])[CH2:9]1)=[O:7])([CH3:4])([CH3:3])[CH3:2]. The yield is 0.970. (3) The reactants are [C:1]([O:5][C:6]([N:8]1[C@@H:12]([CH2:13][CH2:14][C:15]2[CH:20]=[CH:19][C:18]([N:21]=C(C3C=CC=CC=3)C3C=CC=CC=3)=[CH:17][CH:16]=2)[C@H:11]([CH3:35])[O:10][C:9]1([CH3:37])[CH3:36])=[O:7])([CH3:4])([CH3:3])[CH3:2].C([O-])=O.[NH4+]. The catalyst is CO. The product is [C:1]([O:5][C:6]([N:8]1[C@@H:12]([CH2:13][CH2:14][C:15]2[CH:16]=[CH:17][C:18]([NH2:21])=[CH:19][CH:20]=2)[C@H:11]([CH3:35])[O:10][C:9]1([CH3:36])[CH3:37])=[O:7])([CH3:4])([CH3:2])[CH3:3]. The yield is 0.810. (4) The reactants are [CH3:1][CH:2]([CH3:12])[C@H:3]([NH:10][CH3:11])[CH2:4][N:5]1[CH2:8][CH:7]([OH:9])[CH2:6]1.CCN(C(C)C)C(C)C.[Cl:22][C:23]1[CH:31]=[CH:30][C:26]([C:27]([OH:29])=O)=[CH:25][CH:24]=1.CN(C(ON1N=NC2C=CC=CC1=2)=[N+](C)C)C.[B-](F)(F)(F)F.C([O-])(O)=O.[Na+]. The catalyst is C(Cl)Cl. The product is [Cl:22][C:23]1[CH:24]=[CH:25][C:26]([C:27]([N:10]([C@@H:3]([CH:2]([CH3:12])[CH3:1])[CH2:4][N:5]2[CH2:6][CH:7]([OH:9])[CH2:8]2)[CH3:11])=[O:29])=[CH:30][CH:31]=1. The yield is 0.620. (5) The reactants are [F:1][C:2]1[CH:3]=[C:4]([C:38]2[C:39]([C:44]#[N:45])=[CH:40][CH:41]=[CH:42][CH:43]=2)[CH:5]=[CH:6][C:7]=1[CH2:8][C:9]1[C:10](=[O:37])[N:11]([CH:21]2[CH2:26][CH2:25][CH:24]([O:27][CH:28]([C:30]3([CH:34]([OH:36])[CH3:35])[CH2:33][CH2:32][CH2:31]3)[CH3:29])[CH2:23][CH2:22]2)[C:12]2[N:13]([N:18]=[CH:19][N:20]=2)[C:14]=1[CH2:15][CH2:16][CH3:17].CC(OI1(OC(C)=O)(OC(C)=O)OC(=O)C2C=CC=CC1=2)=O.C(=O)([O-])O.[Na+].S([O-])([O-])(=O)=S.[Na+].[Na+]. The catalyst is C(#N)C. The product is [C:34]([C:30]1([CH:28]([O:27][CH:24]2[CH2:25][CH2:26][CH:21]([N:11]3[C:10](=[O:37])[C:9]([CH2:8][C:7]4[CH:6]=[CH:5][C:4]([C:38]5[C:39]([C:44]#[N:45])=[CH:40][CH:41]=[CH:42][CH:43]=5)=[CH:3][C:2]=4[F:1])=[C:14]([CH2:15][CH2:16][CH3:17])[N:13]4[N:18]=[CH:19][N:20]=[C:12]34)[CH2:22][CH2:23]2)[CH3:29])[CH2:33][CH2:32][CH2:31]1)(=[O:36])[CH3:35]. The yield is 0.880. (6) The reactants are [C:1]([O:5][C:6]([N:8]1[C:17]2[C:12](=[CH:13][CH:14]=[C:15]([N+:18]([O-])=O)[CH:16]=2)[C:11]([CH3:22])([CH3:21])[CH2:10][CH2:9]1)=[O:7])([CH3:4])([CH3:3])[CH3:2]. The catalyst is CO.[Pd]. The product is [NH2:18][C:15]1[CH:16]=[C:17]2[C:12]([C:11]([CH3:22])([CH3:21])[CH2:10][CH2:9][N:8]2[C:6]([O:5][C:1]([CH3:4])([CH3:3])[CH3:2])=[O:7])=[CH:13][CH:14]=1. The yield is 0.950.